From a dataset of Catalyst prediction with 721,799 reactions and 888 catalyst types from USPTO. Predict which catalyst facilitates the given reaction. (1) Reactant: [CH:1]1([C:4]2[N:5]=[C:6]([NH:9][C:10]([C:12]3[C:17]([NH2:18])=[CH:16][CH:15]=[C:14]([CH3:19])[N:13]=3)=[O:11])[S:7][CH:8]=2)[CH2:3][CH2:2]1.Br[C:21]1[CH:22]=[N:23][CH:24]=[N:25][CH:26]=1. Product: [CH:1]1([C:4]2[N:5]=[C:6]([NH:9][C:10]([C:12]3[C:17]([NH:18][C:21]4[CH:22]=[N:23][CH:24]=[N:25][CH:26]=4)=[CH:16][CH:15]=[C:14]([CH3:19])[N:13]=3)=[O:11])[S:7][CH:8]=2)[CH2:2][CH2:3]1. The catalyst class is: 45. (2) Reactant: [F:1][C:2]([F:7])([F:6])[C:3]([OH:5])=[O:4].[NH2:8][CH2:9][CH2:10][CH2:11][NH:12][C:13]([C:15]1[N:23]=[C:22]2[C:18]([N:19]=[CH:20][N:21]2[C@@H:24]2[CH2:28][C@H:27]([N:29]3[CH:33]=[C:32]([CH2:34][OH:35])[CH:31]=[N:30]3)[C@@H:26]([OH:36])[C@H:25]2[OH:37])=[C:17]([NH:38][CH2:39][CH:40]([C:47]2[CH:52]=[CH:51][CH:50]=[CH:49][CH:48]=2)[C:41]2[CH:46]=[CH:45][CH:44]=[CH:43][CH:42]=2)[N:16]=1)=[O:14].[CH2:53]([N:55]=[C:56]=[O:57])[CH3:54].C(N(CC)CC)C. Product: [F:1][C:2]([F:7])([F:6])[C:3]([OH:5])=[O:4].[F:1][C:2]([F:7])([F:6])[C:3]([OH:5])=[O:4].[CH2:53]([NH:55][C:56](=[O:57])[NH:8][CH2:9][CH2:10][CH2:11][NH:12][C:13]([C:15]1[N:23]=[C:22]2[C:18]([N:19]=[CH:20][N:21]2[C@@H:24]2[CH2:28][C@H:27]([N:29]3[CH:33]=[C:32]([CH2:34][OH:35])[CH:31]=[N:30]3)[C@@H:26]([OH:36])[C@H:25]2[OH:37])=[C:17]([NH:38][CH2:39][CH:40]([C:47]2[CH:52]=[CH:51][CH:50]=[CH:49][CH:48]=2)[C:41]2[CH:46]=[CH:45][CH:44]=[CH:43][CH:42]=2)[N:16]=1)=[O:14])[CH3:54]. The catalyst class is: 3. (3) Reactant: [Br:1][C:2]1[CH:7]=[CH:6][C:5]([C@H:8]2[C@H:13]([NH2:14])[CH2:12][CH2:11][CH2:10][O:9]2)=[CH:4][CH:3]=1.N12CCCN=C1CCCCC2.C(Cl)Cl.[CH3:29][CH:30]([S:32](Cl)(=[O:34])=[O:33])[CH3:31]. Product: [Br:1][C:2]1[CH:7]=[CH:6][C:5]([C@H:8]2[C@H:13]([NH:14][S:32]([CH:30]([CH3:31])[CH3:29])(=[O:34])=[O:33])[CH2:12][CH2:11][CH2:10][O:9]2)=[CH:4][CH:3]=1. The catalyst class is: 6.